Dataset: Full USPTO retrosynthesis dataset with 1.9M reactions from patents (1976-2016). Task: Predict the reactants needed to synthesize the given product. (1) Given the product [Br:1][C:2]1[CH:7]=[CH:6][C:5]([Cl:8])=[CH:4][C:3]=1[CH2:9][CH2:10][CH2:11][OH:12], predict the reactants needed to synthesize it. The reactants are: [Br:1][C:2]1[CH:7]=[CH:6][C:5]([Cl:8])=[CH:4][C:3]=1[CH2:9][CH2:10][C:11](O)=[O:12].B.C1COCC1.CO. (2) Given the product [OH:1][CH2:2][CH2:3][N:4]([CH2:29][CH2:30][OH:31])[C:5]1[CH:6]=[CH:7][C:8]([N:15]=[N:16][C:17]2[C:22]([C:23]#[N:24])=[CH:21][C:20]([N+:25]([O-:27])=[O:26])=[CH:19][C:18]=2[C:33]#[N:34])=[C:9]([NH:11][C:12](=[O:14])[CH3:13])[CH:10]=1, predict the reactants needed to synthesize it. The reactants are: [OH:1][CH2:2][CH2:3][N:4]([CH2:29][CH2:30][OH:31])[C:5]1[CH:6]=[CH:7][C:8]([N:15]=[N:16][C:17]2[C:22]([C:23]#[N:24])=[CH:21][C:20]([N+:25]([O-:27])=[O:26])=[CH:19][C:18]=2Br)=[C:9]([NH:11][C:12](=[O:14])[CH3:13])[CH:10]=1.[Cu][C:33]#[N:34].O.